This data is from Reaction yield outcomes from USPTO patents with 853,638 reactions. The task is: Predict the reaction yield, written as a fraction of the theoretical maximum amount of product (1.0 means a 100% yield; for example, 0.34 means a 34% yield). (1) The reactants are [C:1]([OH:12])(=O)/[CH:2]=[C:3](/[CH2:5][CH2:6][CH:7]=[C:8]([CH3:10])[CH3:9])\[CH3:4].C([N:15]([CH2:18][CH3:19])CC)C.ClC(OCC(C)C)=[O:22].Cl.OC1[O:38][C@H:37]([CH2:39][OH:40])[C@H:35]([OH:36])[C@H:33]([OH:34])[C@H]1N. The catalyst is O.[OH-].[Na+].CC(C)=O.C1COCC1. The product is [CH:18]1([NH:15][C:1](=[O:12])/[CH:2]=[C:3](/[CH2:5][CH2:6][CH:7]=[C:8]([CH3:9])[CH3:10])\[CH3:4])[O:38][C@H:37]([CH2:39][OH:40])[C@H:35]([OH:36])[C@H:33]([OH:34])[C@H:19]1[OH:22]. The yield is 0.460. (2) The reactants are Cl[C:2]1[C:11]2[C:6](=[CH:7][CH:8]=[C:9]([CH3:12])[CH:10]=2)[N:5]=[C:4]([N:13]2[CH2:19][C:18]3[CH:20]=[CH:21][CH:22]=[CH:23][C:17]=3[S:16](=[O:25])(=[O:24])[CH2:15][CH2:14]2)[CH:3]=1.[S:26]1[CH2:29][C:28]([CH2:32][NH2:33])([CH2:30][NH2:31])[CH2:27]1.C1(P(C2C=CC=CC=2)C2C=CC3C(=CC=CC=3)C=2C2C3C(=CC=CC=3)C=CC=2P(C2C=CC=CC=2)C2C=CC=CC=2)C=CC=CC=1.CC(C)([O-])C.[Na+]. The catalyst is C1C=CC(/C=C/C(/C=C/C2C=CC=CC=2)=O)=CC=1.C1C=CC(/C=C/C(/C=C/C2C=CC=CC=2)=O)=CC=1.C1C=CC(/C=C/C(/C=C/C2C=CC=CC=2)=O)=CC=1.[Pd].[Pd].C1(C)C=CC=CC=1. The product is [NH2:31][CH2:30][C:28]1([CH2:32][NH:33][C:2]2[C:11]3[C:6](=[CH:7][CH:8]=[C:9]([CH3:12])[CH:10]=3)[N:5]=[C:4]([N:13]3[CH2:19][C:18]4[CH:20]=[CH:21][CH:22]=[CH:23][C:17]=4[S:16](=[O:25])(=[O:24])[CH2:15][CH2:14]3)[CH:3]=2)[CH2:29][S:26][CH2:27]1. The yield is 0.200. (3) The catalyst is [Pd].CC([O-])=O.CC([O-])=O.[Pb+2].CO. The reactants are [C:1]([O:5][C:6]([NH:8][C:9]1[O:13][N:12]=[C:11]([C:14]2[CH:15]=[C:16]([C:20]3[CH:25]=[CH:24][C:23]([C:26]([N:28]4[CH2:33][CH2:32][N:31](C(OCC5C=CC=CC=5)=O)[CH2:30][CH2:29]4)=[O:27])=[CH:22][CH:21]=3)[CH:17]=[CH:18][CH:19]=2)[CH:10]=1)=[O:7])([CH3:4])([CH3:3])[CH3:2]. The yield is 0.610. The product is [N:28]1([C:26]([C:23]2[CH:24]=[CH:25][C:20]([C:16]3[CH:17]=[CH:18][CH:19]=[C:14]([C:11]4[CH:10]=[C:9]([NH:8][C:6](=[O:7])[O:5][C:1]([CH3:3])([CH3:2])[CH3:4])[O:13][N:12]=4)[CH:15]=3)=[CH:21][CH:22]=2)=[O:27])[CH2:33][CH2:32][NH:31][CH2:30][CH2:29]1. (4) The reactants are [F:1][C:2]1[C:3]([C:16](=[O:24])[C:17]2[CH:22]=[CH:21][C:20]([F:23])=[CH:19][CH:18]=2)=[C:4]([NH:9]C(=O)C(C)(C)C)[CH:5]=[CH:6][C:7]=1[F:8].C(=O)([O-])[O-].[Na+].[Na+]. The catalyst is Cl.COCCOC.O. The product is [NH2:9][C:4]1[C:3]([C:16]([C:17]2[CH:22]=[CH:21][C:20]([F:23])=[CH:19][CH:18]=2)=[O:24])=[C:2]([F:1])[C:7]([F:8])=[CH:6][CH:5]=1. The yield is 0.630.